Dataset: Full USPTO retrosynthesis dataset with 1.9M reactions from patents (1976-2016). Task: Predict the reactants needed to synthesize the given product. Given the product [S:25]=[C:2]1[NH:3][C:4]2([C:14]3[CH:13]=[CH:12][S:11][C:10]=3[CH2:9][CH2:8][CH2:7]2)[C:5](=[O:6])[NH:1]1, predict the reactants needed to synthesize it. The reactants are: [NH:1]1[C:5](=[O:6])[C:4]2([C:14]3[CH:13]=[CH:12][S:11][C:10]=3[CH2:9][CH2:8][CH2:7]2)[NH:3][C:2]1=O.COC1C=CC(P2(=S)SP(=S)(C3C=CC(OC)=CC=3)[S:25]2)=CC=1.